Dataset: Catalyst prediction with 721,799 reactions and 888 catalyst types from USPTO. Task: Predict which catalyst facilitates the given reaction. (1) Reactant: [NH2:1][CH2:2][C@@H:3]1[O:7][C:6](=[O:8])[N:5]([C:9]2[CH:14]=[CH:13][C:12]([CH:15]3[CH2:20][CH2:19][S:18](=[O:22])(=[O:21])[CH2:17][CH2:16]3)=[C:11]([F:23])[CH:10]=2)[CH2:4]1.[C:24](Cl)(=[O:33])[O:25][CH2:26][O:27][C:28](=[O:32])[CH2:29][CH2:30][CH3:31]. The catalyst class is: 4. Product: [O:22]=[S:18]1(=[O:21])[CH2:19][CH2:20][CH:15]([C:12]2[CH:13]=[CH:14][C:9]([N:5]3[CH2:4][C@H:3]([CH2:2][NH:1][C:24]([O:25][CH2:26][O:27][C:28](=[O:32])[CH2:29][CH2:30][CH3:31])=[O:33])[O:7][C:6]3=[O:8])=[CH:10][C:11]=2[F:23])[CH2:16][CH2:17]1. (2) Reactant: [F:1][C:2]1[CH:7]=[CH:6][C:5]([O:8]C)=[CH:4][C:3]=1[CH:10]([CH2:13][C:14]1[CH:19]=[CH:18][CH:17]=[CH:16][CH:15]=1)[C:11]#[N:12].B(Br)(Br)Br. Product: [F:1][C:2]1[CH:7]=[CH:6][C:5]([OH:8])=[CH:4][C:3]=1[CH:10]([CH2:13][C:14]1[CH:15]=[CH:16][CH:17]=[CH:18][CH:19]=1)[C:11]#[N:12]. The catalyst class is: 4. (3) Reactant: [NH2:1][C:2]1[N:7]=[C:6]([CH3:8])[N:5]=[C:4]([C:9]2[CH:10]=[C:11]([C:25](=[O:27])[CH3:26])[CH:12]=[N:13][C:14]=2[NH:15][C:16]2[CH:17]=[N:18][C:19]([O:23][CH3:24])=[C:20]([F:22])[CH:21]=2)[N:3]=1.[BH4-].[Na+]. Product: [NH2:1][C:2]1[N:7]=[C:6]([CH3:8])[N:5]=[C:4]([C:9]2[CH:10]=[C:11]([CH:25]([OH:27])[CH3:26])[CH:12]=[N:13][C:14]=2[NH:15][C:16]2[CH:17]=[N:18][C:19]([O:23][CH3:24])=[C:20]([F:22])[CH:21]=2)[N:3]=1. The catalyst class is: 1. (4) The catalyst class is: 6. Reactant: [F:1][C:2]1[CH:17]=[CH:16][CH:15]=[C:14]([F:18])[C:3]=1[CH2:4][N:5]1[CH:9]=[C:8]([C:10]([O:12]C)=[O:11])[N:7]=[N:6]1.[OH-].[Na+].Cl. Product: [F:18][C:14]1[CH:15]=[CH:16][CH:17]=[C:2]([F:1])[C:3]=1[CH2:4][N:5]1[CH:9]=[C:8]([C:10]([OH:12])=[O:11])[N:7]=[N:6]1. (5) Reactant: Cl.[CH3:2][C@@:3]([S:31]([CH3:34])(=[O:33])=[O:32])([CH2:14][CH2:15][N:16]1[CH:21]=[CH:20][C:19](/[CH:22]=[CH:23]/[C:24]2[CH:29]=[CH:28][CH:27]=[CH:26][CH:25]=2)=[CH:18][C:17]1=[O:30])[C:4]([NH:6][O:7]C1CCCCO1)=[O:5]. Product: [OH:7][NH:6][C:4](=[O:5])[C:3]([CH3:2])([S:31]([CH3:34])(=[O:33])=[O:32])[CH2:14][CH2:15][N:16]1[CH:21]=[CH:20][C:19](/[CH:22]=[CH:23]/[C:24]2[CH:25]=[CH:26][CH:27]=[CH:28][CH:29]=2)=[CH:18][C:17]1=[O:30]. The catalyst class is: 98. (6) Reactant: C(N(CC)CC)C.[C:8]([NH:15][C@H:16]([CH:20]=[O:21])[CH:17]([CH3:19])[CH3:18])([O:10][C:11]([CH3:14])([CH3:13])[CH3:12])=[O:9].CC(C)(O)C#N.[C:28](OC(OC(C)(C)C)=O)([O:30]C(C)(C)C)=[O:29]. Product: [OH:21][CH:20]([C@@H:16]([NH:15][C:8]([O:10][C:11]([CH3:13])([CH3:12])[CH3:14])=[O:9])[CH:17]([CH3:18])[CH3:19])[C:28]([OH:30])=[O:29]. The catalyst class is: 4. (7) Reactant: [F:1][C:2]1[CH:3]=[C:4]([NH:8][C:9]2[CH:17]=[CH:16][C:12]([C:13]([OH:15])=O)=[CH:11][CH:10]=2)[CH:5]=[CH:6][CH:7]=1.Cl.[Cl:19][C:20]1[CH:21]=[C:22]2[C:26](=[CH:27][CH:28]=1)[NH:25][CH:24]=[C:23]2[CH2:29][CH2:30][NH2:31].CN(C(ON1N=NC2C=CC=NC1=2)=[N+](C)C)C.F[P-](F)(F)(F)(F)F.C(N(CC)C(C)C)(C)C. Product: [Cl:19][C:20]1[CH:21]=[C:22]2[C:26](=[CH:27][CH:28]=1)[NH:25][CH:24]=[C:23]2[CH2:29][CH2:30][NH:31][C:13](=[O:15])[C:12]1[CH:11]=[CH:10][C:9]([NH:8][C:4]2[CH:5]=[CH:6][CH:7]=[C:2]([F:1])[CH:3]=2)=[CH:17][CH:16]=1. The catalyst class is: 3. (8) Reactant: Br[C:2]1[CH:3]=[C:4]([CH:6]=[CH:7][CH:8]=1)[NH2:5].C(=O)([O-])[O-].[Na+].[Na+].[C:15]([C:18]1[CH:23]=[CH:22][C:21](B(O)O)=[CH:20][CH:19]=1)(=[O:17])[CH3:16]. Product: [NH2:5][C:4]1[CH:3]=[C:2]([C:21]2[CH:22]=[CH:23][C:18]([C:15](=[O:17])[CH3:16])=[CH:19][CH:20]=2)[CH:8]=[CH:7][CH:6]=1. The catalyst class is: 128. (9) Reactant: [C:1]([N:4]1[C:13]2[C:8](=[CH:9][C:10]([Br:14])=[CH:11][CH:12]=2)[C@H:7]([NH2:15])[CH2:6][C@@H:5]1[CH3:16])(=[O:3])[CH3:2].C(N(CC)CC)C.[CH3:24][C:25]([O:28][C:29](O[C:29]([O:28][C:25]([CH3:27])([CH3:26])[CH3:24])=[O:30])=[O:30])([CH3:27])[CH3:26]. Product: [C:1]([N:4]1[C:13]2[C:8](=[CH:9][C:10]([Br:14])=[CH:11][CH:12]=2)[C@H:7]([NH:15][C:29](=[O:30])[O:28][C:25]([CH3:27])([CH3:26])[CH3:24])[CH2:6][C@@H:5]1[CH3:16])(=[O:3])[CH3:2]. The catalyst class is: 2.